This data is from Forward reaction prediction with 1.9M reactions from USPTO patents (1976-2016). The task is: Predict the product of the given reaction. (1) Given the reactants [Cl:1][C:2]1[C:7]([F:8])=[CH:6][C:5]([CH2:9][C@@H:10]2[CH2:14][O:13]C(C)(C)[O:11]2)=[CH:4][N:3]=1.CC(C)([O-])C.[Na+].C1(P(C2CCCCC2)C2C=CC=CC=2C2C(C(C)C)=CC(C(C)C)=CC=2C(C)C)CCCCC1.O, predict the reaction product. The product is: [Cl:1][C:2]1[N:3]=[CH:4][C:5]([CH2:9][C@@H:10]([OH:11])[CH2:14][OH:13])=[CH:6][C:7]=1[F:8]. (2) The product is: [NH2:1][C:2]1[N:3]([CH3:24])[C:4](=[O:23])[C:5]2([C:15]3[C:10](=[CH:11][CH:12]=[C:13]([C:34]4[CH:35]=[C:30]([CH:31]=[CH:32][CH:33]=4)[CH2:29][NH:28][C:25](=[O:27])[CH3:26])[CH:14]=3)[O:9][CH:8]([C:17]3[CH:22]=[CH:21][CH:20]=[CH:19][CH:18]=3)[CH2:7]2)[N:6]=1. Given the reactants [NH2:1][C:2]1[N:3]([CH3:24])[C:4](=[O:23])[C:5]2([C:15]3[C:10](=[CH:11][CH:12]=[C:13](Br)[CH:14]=3)[O:9][CH:8]([C:17]3[CH:22]=[CH:21][CH:20]=[CH:19][CH:18]=3)[CH2:7]2)[N:6]=1.[C:25]([NH:28][CH2:29][C:30]1[CH:31]=[C:32](B(O)O)[CH:33]=[CH:34][CH:35]=1)(=[O:27])[CH3:26], predict the reaction product. (3) The product is: [O:3]1[C:4]2[CH:10]=[CH:9][CH:8]=[CH:7][C:5]=2[N:6]=[C:2]1[S:1][CH2:18][CH2:19][CH2:20][CH2:21][CH2:22][CH2:23][CH2:24][CH2:25][NH2:26]. Given the reactants [SH:1][C:2]1[O:3][C:4]2[CH:10]=[CH:9][CH:8]=[CH:7][C:5]=2[N:6]=1.C([O-])([O-])=O.[K+].[K+].Br[CH2:18][CH2:19][CH2:20][CH2:21][CH2:22][CH2:23][CH2:24][CH2:25][N:26]1C(=O)C2=CC=CC=C2C1=O, predict the reaction product. (4) The product is: [N:1]1[CH:6]=[CH:5][CH:4]=[C:3]([C:17]2[N:22]3[N:23]=[C:24]([NH2:26])[N:25]=[C:21]3[CH:20]=[C:19]([C:27]3[CH:28]=[N:29][CH:30]=[CH:31][CH:32]=3)[CH:18]=2)[CH:2]=1. Given the reactants [N:1]1[CH:6]=[CH:5][CH:4]=[C:3](B(O)O)[CH:2]=1.C([O-])([O-])=O.[Na+].[Na+].Cl[C:17]1[N:22]2[N:23]=[C:24]([NH2:26])[N:25]=[C:21]2[CH:20]=[C:19]([C:27]2[CH:28]=[N:29][CH:30]=[CH:31][CH:32]=2)[CH:18]=1.C(Cl)Cl, predict the reaction product.